From a dataset of Full USPTO retrosynthesis dataset with 1.9M reactions from patents (1976-2016). Predict the reactants needed to synthesize the given product. Given the product [C:27]([O:30][C:31]1[CH:32]=[C:33]([CH:34]=[CH:35][C:36]=1[C:37]([CH3:40])([CH3:39])[CH3:38])[CH2:41][Br:1])(=[O:29])[CH3:28], predict the reactants needed to synthesize it. The reactants are: [Br:1]N1C(=O)CCC1=O.C(OOC(=O)C1C=CC=CC=1)(=O)C1C=CC=CC=1.[C:27]([O:30][C:31]1[CH:32]=[C:33]([CH3:41])[CH:34]=[CH:35][C:36]=1[C:37]([CH3:40])([CH3:39])[CH3:38])(=[O:29])[CH3:28].